This data is from Forward reaction prediction with 1.9M reactions from USPTO patents (1976-2016). The task is: Predict the product of the given reaction. (1) Given the reactants [F:1][CH:2]([CH2:21][CH2:22][CH3:23])[CH2:3][N:4]1[CH2:9][CH2:8][CH:7]([NH:10]C(=O)OCC2C=CC=CC=2)[CH2:6][CH2:5]1, predict the reaction product. The product is: [F:1][CH:2]([CH2:21][CH2:22][CH3:23])[CH2:3][N:4]1[CH2:9][CH2:8][CH:7]([NH2:10])[CH2:6][CH2:5]1. (2) Given the reactants [O:1]1[C:5]2[CH:6]=[CH:7][C:8]([C:10]3([C:13]([NH:15][C:16]4[CH:17]=[N:18][C:19]([CH3:23])=[C:20](Br)[CH:21]=4)=[O:14])[CH2:12][CH2:11]3)=[CH:9][C:4]=2[O:3][CH2:2]1.C(=O)([O-])[O-].[K+].[K+], predict the reaction product. The product is: [O:1]1[C:5]2[CH:6]=[CH:7][C:8]([C:10]3([C:13]([NH:15][C:16]4[CH:17]=[N:18][C:19]([CH3:23])=[C:20]([C:4]5[CH:9]=[CH:8][CH:7]=[CH:6][CH:5]=5)[CH:21]=4)=[O:14])[CH2:12][CH2:11]3)=[CH:9][C:4]=2[O:3][CH2:2]1. (3) Given the reactants Cl[S:2]([C:5]1[CH:17]=[CH:16][C:8]([O:9][CH2:10][C:11]([O:13][CH2:14][CH3:15])=[O:12])=[C:7]([CH3:18])[CH:6]=1)(=[O:4])=[O:3].[CH3:19][O:20][C:21]1[CH:30]=[C:29]2[C:24]([CH:25]([CH3:31])[CH2:26][NH:27][CH2:28]2)=[CH:23][CH:22]=1, predict the reaction product. The product is: [CH2:14]([O:13][C:11](=[O:12])[CH2:10][O:9][C:8]1[CH:16]=[CH:17][C:5]([S:2]([N:27]2[CH2:26][CH:25]([CH3:31])[C:24]3[C:29](=[CH:30][C:21]([O:20][CH3:19])=[CH:22][CH:23]=3)[CH2:28]2)(=[O:4])=[O:3])=[CH:6][C:7]=1[CH3:18])[CH3:15]. (4) Given the reactants [C:1]([O:5][C:6]([N:8]([C@@H:16]1[C@@H:20]([C:21]2[CH:26]=[CH:25][CH:24]=[CH:23][CH:22]=2)[CH2:19][N:18]([S:27]([C:30]2[N:31]=[CH:32][N:33]([CH3:35])[CH:34]=2)(=[O:29])=[O:28])[CH2:17]1)[CH2:9][CH2:10][CH2:11][C:12](OC)=[O:13])=[O:7])([CH3:4])([CH3:3])[CH3:2].[H-].C([Al+]CC(C)C)C(C)C, predict the reaction product. The product is: [CH3:35][N:33]1[CH:34]=[C:30]([S:27]([N:18]2[CH2:19][C@H:20]([C:21]3[CH:26]=[CH:25][CH:24]=[CH:23][CH:22]=3)[C@@H:16]([N:8]([CH2:9][CH2:10][CH2:11][CH:12]=[O:13])[C:6](=[O:7])[O:5][C:1]([CH3:3])([CH3:4])[CH3:2])[CH2:17]2)(=[O:29])=[O:28])[N:31]=[CH:32]1. (5) Given the reactants C[O:2][C:3](=[O:25])[C:4]1[CH:16]=[C:15]([C:17](=[O:24])[C:18]2[CH:23]=[CH:22][CH:21]=[CH:20][CH:19]=2)[CH:14]=[C:6]([C:7]([N:9]([CH3:13])[CH2:10][CH2:11][CH3:12])=[O:8])[CH:5]=1.[OH-].[Li+].Cl, predict the reaction product. The product is: [C:17]([C:15]1[CH:14]=[C:6]([C:7]([N:9]([CH3:13])[CH2:10][CH2:11][CH3:12])=[O:8])[CH:5]=[C:4]([CH:16]=1)[C:3]([OH:25])=[O:2])(=[O:24])[C:18]1[CH:19]=[CH:20][CH:21]=[CH:22][CH:23]=1.